Dataset: Forward reaction prediction with 1.9M reactions from USPTO patents (1976-2016). Task: Predict the product of the given reaction. (1) Given the reactants C[O:2][C:3]1[CH:12]=[C:11]2[C:6]([CH:7]=[CH:8][C:9]([C:13]3[C:14]4[C:19]([C:20]([C:27]5[C:36]6[C:31](=[CH:32][CH:33]=[CH:34][CH:35]=6)[C:30]([C:37]6[CH:42]=[CH:41][CH:40]=[CH:39][CH:38]=6)=[CH:29][CH:28]=5)=[C:21]5[C:26]=3[CH:25]=[CH:24][CH:23]=[CH:22]5)=[CH:18][CH:17]=[CH:16][CH:15]=4)=[CH:10]2)=[CH:5][CH:4]=1.Cl.N1C=CC=CC=1, predict the reaction product. The product is: [C:37]1([C:30]2[C:31]3[C:36](=[CH:35][CH:34]=[CH:33][CH:32]=3)[C:27]([C:20]3[C:21]4[C:26](=[CH:25][CH:24]=[CH:23][CH:22]=4)[C:13]([C:9]4[CH:10]=[C:11]5[C:6]([CH:5]=[CH:4][C:3]([OH:2])=[CH:12]5)=[CH:7][CH:8]=4)=[C:14]4[C:19]=3[CH:18]=[CH:17][CH:16]=[CH:15]4)=[CH:28][CH:29]=2)[CH:38]=[CH:39][CH:40]=[CH:41][CH:42]=1. (2) Given the reactants [O:1]=[C:2]1[CH2:7][CH2:6][CH:5]([C:8]([OH:10])=O)[CH2:4][CH2:3]1.[CH3:11][CH:12]([N:14]1[CH2:19][CH2:18][NH:17][CH2:16][CH2:15]1)[CH3:13].CN(C(ON1N=NC2C=CC=CC1=2)=[N+](C)C)C.[B-](F)(F)(F)F.CCN(C(C)C)C(C)C, predict the reaction product. The product is: [CH:12]([N:14]1[CH2:19][CH2:18][N:17]([C:8]([CH:5]2[CH2:4][CH2:3][C:2](=[O:1])[CH2:7][CH2:6]2)=[O:10])[CH2:16][CH2:15]1)([CH3:13])[CH3:11]. (3) The product is: [CH:58]1([CH:48]([NH:47][C:20]([C:18]2[CH:17]=[CH:16][C:14]3[NH:15][C:11]([C:3]4[N:2]=[CH:1][C:10]5[C:5]([CH:4]=4)=[CH:6][CH:7]=[CH:8][CH:9]=5)=[N:12][C:13]=3[CH:19]=2)=[O:21])[CH2:49][C:50](=[O:51])[NH:52][C:53]2[NH:54][CH:55]=[CH:56][N:57]=2)[CH2:60][CH2:59]1. Given the reactants [CH:1]1[C:10]2[C:5](=[CH:6][CH:7]=[CH:8][CH:9]=2)[CH:4]=[C:3]([C:11]2[NH:15][C:14]3[CH:16]=[CH:17][C:18]([C:20](O)=[O:21])=[CH:19][C:13]=3[N:12]=2)[N:2]=1.CN(C(ON1N=NC2C=CC=CC1=2)=[N+](C)C)C.F[P-](F)(F)(F)(F)F.[NH2:47][CH:48]([CH:58]1[CH2:60][CH2:59]1)[CH2:49][C:50]([NH:52][C:53]1[NH:54][CH:55]=[CH:56][N:57]=1)=[O:51], predict the reaction product. (4) Given the reactants [CH2:1]([O:8]C1C=C2C(C(C=O)=CN2)=CC=1)[C:2]1[CH:7]=[CH:6][CH:5]=[CH:4][CH:3]=1.[C:20]([C:23]1[C:31]2[C:26](=[CH:27][CH:28]=[C:29](Cl)[CH:30]=2)[N:25]([CH2:33][C:34]([OH:36])=[O:35])[CH:24]=1)(=[O:22])[NH2:21], predict the reaction product. The product is: [CH2:1]([O:8][C:28]1[CH:27]=[C:26]2[C:31]([C:23]([C:20](=[O:22])[NH2:21])=[CH:24][N:25]2[CH2:33][C:34]([OH:36])=[O:35])=[CH:30][CH:29]=1)[C:2]1[CH:7]=[CH:6][CH:5]=[CH:4][CH:3]=1. (5) Given the reactants [NH2:1][C:2]1[O:3][CH2:4][C@:5]2([N:22]=1)[C:18]1[CH:17]=[C:16]([OH:19])[C:15]([F:20])=[CH:14][C:13]=1[O:12][C:11]1[C:6]2=[CH:7][C:8](Br)=[CH:9][CH:10]=1.[CH3:23][C:24]([OH:28])([C:26]#[CH:27])[CH3:25].[NH4+].[Cl-], predict the reaction product. The product is: [NH2:1][C:2]1[O:3][CH2:4][C@:5]2([N:22]=1)[C:18]1[CH:17]=[C:16]([OH:19])[C:15]([F:20])=[CH:14][C:13]=1[O:12][C:11]1[C:6]2=[CH:7][C:8]([C:27]#[C:26][C:24]([OH:28])([CH3:25])[CH3:23])=[CH:9][CH:10]=1.